Dataset: Cav3 T-type calcium channel HTS with 100,875 compounds. Task: Binary Classification. Given a drug SMILES string, predict its activity (active/inactive) in a high-throughput screening assay against a specified biological target. The drug is Brc1c(Cn2nc(nn2)c2ccc(N(C)C)cc2)cccc1. The result is 0 (inactive).